The task is: Predict the reactants needed to synthesize the given product.. This data is from Full USPTO retrosynthesis dataset with 1.9M reactions from patents (1976-2016). (1) Given the product [Cl:1][C:2]1[CH:8]=[C:6]([NH2:7])[C:5]([NH2:9])=[CH:4][C:3]=1[C:12]1[CH:17]=[CH:16][C:15]([Cl:18])=[CH:14][C:13]=1[C:19]([F:21])([F:22])[F:20], predict the reactants needed to synthesize it. The reactants are: [Cl:1][C:2]1[C:3]([C:12]2[CH:17]=[CH:16][C:15]([Cl:18])=[CH:14][C:13]=2[C:19]([F:22])([F:21])[F:20])=[CH:4][C:5]([N+:9]([O-])=O)=[C:6]([CH:8]=1)[NH2:7].Cl.O.C(=O)([O-])[O-].[Na+].[Na+]. (2) The reactants are: [Cl:1][C:2]1[CH:3]=[C:4]([C:9](O)([C:22]([F:25])([F:24])[F:23])[CH2:10][C:11]([C:13]2[CH:14]=[CH:15][C:16]([F:21])=[C:17]([CH:20]=2)[C:18]#[N:19])=[O:12])[CH:5]=[C:6]([Cl:8])[CH:7]=1.S(Cl)(Cl)=O.N1C=CC=CC=1. Given the product [Cl:1][C:2]1[CH:3]=[C:4]([C:9]([C:22]([F:25])([F:24])[F:23])=[CH:10][C:11]([C:13]2[CH:14]=[CH:15][C:16]([F:21])=[C:17]([CH:20]=2)[C:18]#[N:19])=[O:12])[CH:5]=[C:6]([Cl:8])[CH:7]=1, predict the reactants needed to synthesize it.